Dataset: Forward reaction prediction with 1.9M reactions from USPTO patents (1976-2016). Task: Predict the product of the given reaction. (1) Given the reactants [NH:1]1[CH:5]=[CH:4][N:3]=[CH:2]1.[OH-].[K+].Br[CH2:9][C:10]1[CH:15]=[CH:14][CH:13]=[C:12]([CH2:16]Br)[CH:11]=1, predict the reaction product. The product is: [N:1]1([CH2:9][C:10]2[CH:11]=[C:12]([CH:13]=[CH:14][CH:15]=2)[CH2:16][N:1]2[CH:5]=[CH:4][N:3]=[CH:2]2)[CH:5]=[CH:4][N:3]=[CH:2]1. (2) Given the reactants O1CCOCC1.[CH:7]([C:9]1[CH:14]=[CH:13][C:12](B(O)O)=[CH:11][CH:10]=1)=[O:8].Br[C:19]1[CH:24]=[CH:23][CH:22]=[C:21]([N+:25]([O-:27])=[O:26])[C:20]=1[O:28][CH3:29].C(=O)([O-])[O-].[Na+].[Na+], predict the reaction product. The product is: [N+:25]([C:21]1[C:20]([O:28][CH3:29])=[C:19]([C:12]2[CH:13]=[CH:14][C:9]([CH:7]=[O:8])=[CH:10][CH:11]=2)[CH:24]=[CH:23][CH:22]=1)([O-:27])=[O:26]. (3) Given the reactants [OH:1][CH2:2][CH2:3][O:4][CH2:5][CH2:6][OH:7].[CH3:8][C:9]([Si:12](Cl)([CH3:14])[CH3:13])([CH3:11])[CH3:10], predict the reaction product. The product is: [Si:12]([O:1][CH2:2][CH2:3][O:4][CH2:5][CH2:6][OH:7])([C:9]([CH3:11])([CH3:10])[CH3:8])([CH3:14])[CH3:13]. (4) Given the reactants [S:1]1[CH:5]=[CH:4][CH:3]=[C:2]1[C:6](=[O:11])[CH2:7][C:8](=[O:10])[CH3:9].Cl.[N:13]([O-])=[O:14].[Na+], predict the reaction product. The product is: [OH:14][N:13]=[C:7]([C:8](=[O:10])[CH3:9])[C:6]([C:2]1[S:1][CH:5]=[CH:4][CH:3]=1)=[O:11].